This data is from Forward reaction prediction with 1.9M reactions from USPTO patents (1976-2016). The task is: Predict the product of the given reaction. (1) Given the reactants [CH2:1]=[O:2].[CH2:3]([NH2:10])[C:4]1[CH:9]=[CH:8][CH:7]=[CH:6][CH:5]=1.[F:11][C:12]1[CH:17]=[CH:16][C:15]([C:18](=O)/[C:19](/[C:22]2[CH:27]=[CH:26][N:25]=[C:24]([F:28])[CH:23]=2)=[N:20]/O)=[CH:14][CH:13]=1, predict the reaction product. The product is: [CH2:3]([N:10]1[C:18]([C:15]2[CH:16]=[CH:17][C:12]([F:11])=[CH:13][CH:14]=2)=[C:19]([C:22]2[CH:27]=[CH:26][N:25]=[C:24]([F:28])[CH:23]=2)[NH:20][C:1]1=[O:2])[C:4]1[CH:9]=[CH:8][CH:7]=[CH:6][CH:5]=1. (2) Given the reactants P([O-])([O-])([O-])=O.[K+].[K+].[K+].Cl[C:10]1[CH:11]=[CH:12][C:13]2[N:19]3[CH2:20][C@H:16]([CH2:17][CH2:18]3)[N:15]([C:21]([NH:23][C:24]3[CH:29]=[N:28][CH:27]=[CH:26][N:25]=3)=[O:22])[C:14]=2[N:30]=1.CC1(C)C(C)(C)OB([C:39]2[CH:44]=[CH:43][N:42]=[C:41]([C:45]([O:47][CH3:48])=[O:46])[CH:40]=2)O1.CC(C1C=C(C(C)C)C(C2C=CC=CC=2P(C2CCCCC2)C2CCCCC2)=C(C(C)C)C=1)C, predict the reaction product. The product is: [N:25]1[CH:26]=[CH:27][N:28]=[CH:29][C:24]=1[NH:23][C:21]([N:15]1[C@@H:16]2[CH2:20][N:19]([CH2:18][CH2:17]2)[C:13]2[CH:12]=[CH:11][C:10]([C:39]3[CH:44]=[CH:43][N:42]=[C:41]([C:45]([O:47][CH3:48])=[O:46])[CH:40]=3)=[N:30][C:14]1=2)=[O:22]. (3) Given the reactants [CH3:1][C:2]([O:5][C:6]([NH:8][C@H:9]([C:14]([NH:16][CH2:17][CH2:18][CH2:19][NH:20][CH2:21][CH3:22])=[O:15])[CH2:10][CH:11]([CH3:13])[CH3:12])=[O:7])([CH3:4])[CH3:3].[C:23]([C:25]1[CH:30]=[CH:29][CH:28]=[CH:27][C:26]=1[S:31](Cl)(=[O:33])=[O:32])#[N:24].C(N(CC)CC)C, predict the reaction product. The product is: [C:23]([C:25]1[CH:30]=[CH:29][CH:28]=[CH:27][C:26]=1[S:31]([N:20]([CH2:21][CH3:22])[CH2:19][CH2:18][CH2:17][NH:16][C:14](=[O:15])[C@H:9]([CH2:10][CH:11]([CH3:13])[CH3:12])[NH:8][C:6]([O:5][C:2]([CH3:4])([CH3:3])[CH3:1])=[O:7])(=[O:33])=[O:32])#[N:24]. (4) Given the reactants [F:1][C:2]([F:12])([F:11])[C:3]1[CH:8]=[CH:7][N:6]=[C:5]([CH:9]=C)[CH:4]=1.[OH2:13], predict the reaction product. The product is: [F:1][C:2]([F:12])([F:11])[C:3]1[CH:8]=[CH:7][N:6]=[C:5]([CH:9]=[O:13])[CH:4]=1. (5) Given the reactants CCN(CC)CC.[C:8](Cl)(Cl)=[S:9].[NH2:12][C:13]1[CH:14]=[N:15][CH:16]=[CH:17][C:18]=1[N:19]1[CH2:24][CH2:23][N:22]([C:25]([O:27][C:28]([CH3:31])([CH3:30])[CH3:29])=[O:26])[CH2:21][CH2:20]1, predict the reaction product. The product is: [N:12]([C:13]1[CH:14]=[N:15][CH:16]=[CH:17][C:18]=1[N:19]1[CH2:24][CH2:23][N:22]([C:25]([O:27][C:28]([CH3:31])([CH3:30])[CH3:29])=[O:26])[CH2:21][CH2:20]1)=[C:8]=[S:9]. (6) Given the reactants [S:1]1[CH:5]=[CH:4][CH:3]=[C:2]1[C@:6]12[CH2:14][NH:13][CH2:12][C@H:11]1[CH2:10][S:9][C:8]([NH:15][C:16](=[O:23])[C:17]1[CH:22]=[CH:21][CH:20]=[CH:19][CH:18]=1)=[N:7]2.CN(C)C(N(C)C)=N.[F:32][C:33]1[CH:34]=[N:35][C:36](Cl)=[N:37][CH:38]=1.O, predict the reaction product. The product is: [F:32][C:33]1[CH:34]=[N:35][C:36]([N:13]2[CH2:12][C@@H:11]3[C@@:6]([C:2]4[S:1][CH:5]=[CH:4][CH:3]=4)([N:7]=[C:8]([NH:15][C:16](=[O:23])[C:17]4[CH:18]=[CH:19][CH:20]=[CH:21][CH:22]=4)[S:9][CH2:10]3)[CH2:14]2)=[N:37][CH:38]=1. (7) Given the reactants Br[C:2]1[CH:3]=[C:4]2[C:8](=[CH:9][C:10]=1[Cl:11])[NH:7][N:6]=[C:5]2[C:12]([OH:14])=[O:13].[O:15]1[C:19]2[CH:20]=[CH:21][C:22](B(O)O)=[CH:23][C:18]=2[CH2:17][CH2:16]1.C(=O)([O-])[O-].[K+].[K+], predict the reaction product. The product is: [Cl:11][C:10]1[CH:9]=[C:8]2[C:4]([C:5]([C:12]([OH:14])=[O:13])=[N:6][NH:7]2)=[CH:3][C:2]=1[C:22]1[CH:21]=[CH:20][C:19]2[O:15][CH2:16][CH2:17][C:18]=2[CH:23]=1. (8) Given the reactants [CH3:1][O:2][C:3]1[CH:4]=[CH:5][C:6]2[C:11](=[O:12])[N:10]([C:13]3[CH:18]=[CH:17][C:16]([O:19][CH2:20][C:21]([F:24])([F:23])[F:22])=[CH:15][CH:14]=3)[C:9](=[S:25])[NH:8][C:7]=2[N:26]=1.C(=O)([O-])O.[Na+].I[CH2:33][CH2:34][CH3:35].CN(C)C=O, predict the reaction product. The product is: [CH3:1][O:2][C:3]1[CH:4]=[CH:5][C:6]2[C:11](=[O:12])[N:10]([C:13]3[CH:14]=[CH:15][C:16]([O:19][CH2:20][C:21]([F:24])([F:23])[F:22])=[CH:17][CH:18]=3)[C:9]([S:25][CH2:33][CH2:34][CH3:35])=[N:8][C:7]=2[N:26]=1. (9) Given the reactants [C:1]([C:5]1[NH:6][C:7]([C:16]2[CH:21]=[CH:20][C:19]([F:22])=[CH:18][CH:17]=2)=[C:8]([C:10]2[CH:15]=[CH:14][N:13]=[CH:12][CH:11]=2)[N:9]=1)([CH3:4])([CH3:3])[CH3:2].C[OH:24], predict the reaction product. The product is: [C:1]([C:5]1[NH:6][C:7]([C:16]2[CH:17]=[CH:18][C:19]([F:22])=[CH:20][CH:21]=2)=[C:8]([C:10]2[CH:15]=[CH:14][N+:13]([O-:24])=[CH:12][CH:11]=2)[N:9]=1)([CH3:4])([CH3:2])[CH3:3]. (10) Given the reactants [CH2:1]([O:3][C:4]([C:6]1[C:11]([CH3:12])=[CH:10][C:9](=[O:13])[N:8]([NH2:14])[C:7]=1[CH3:15])=[O:5])[CH3:2].[CH:16](=O)[CH2:17][CH3:18].C(O)(=O)C.CO.C([BH3-])#N.[Na+], predict the reaction product. The product is: [CH2:1]([O:3][C:4]([C:6]1[C:11]([CH3:12])=[CH:10][C:9](=[O:13])[N:8]([NH:14][CH2:16][CH2:17][CH3:18])[C:7]=1[CH3:15])=[O:5])[CH3:2].